Dataset: Forward reaction prediction with 1.9M reactions from USPTO patents (1976-2016). Task: Predict the product of the given reaction. (1) Given the reactants [NH2:1][CH2:2][CH2:3][NH:4][C:5]1[C:6]2[CH:14]=[CH:13][NH:12][C:7]=2[N:8]=[C:9](Cl)[N:10]=1.[NH2:15][C:16]1[CH:21]=[CH:20][C:19]([N:22]([CH3:26])[C:23](=[O:25])[CH3:24])=[CH:18][CH:17]=1.C[Si](Cl)(C)C, predict the reaction product. The product is: [NH2:1][CH2:2][CH2:3][NH:4][C:5]1[C:6]2[CH:14]=[CH:13][NH:12][C:7]=2[N:8]=[C:9]([NH:15][C:16]2[CH:17]=[CH:18][C:19]([N:22]([CH3:26])[C:23](=[O:25])[CH3:24])=[CH:20][CH:21]=2)[N:10]=1. (2) Given the reactants C(OC([N:8]1[CH2:13][CH2:12][NH:11][CH2:10][CH2:9]1)=O)(C)(C)C.C(N(CC)CC)C.[N:21]1[C:30]2[C:25](=[CH:26][CH:27]=[CH:28][C:29]=2[S:31](Cl)(=[O:33])=[O:32])[CH:24]=[CH:23][CH:22]=1.C(O)(=O)CC(CC(O)=O)(C(O)=O)O, predict the reaction product. The product is: [N:21]1[C:30]2[C:25](=[CH:26][CH:27]=[CH:28][C:29]=2[S:31]([N:8]2[CH2:9][CH2:10][NH:11][CH2:12][CH2:13]2)(=[O:33])=[O:32])[CH:24]=[CH:23][CH:22]=1. (3) Given the reactants C(O)(=O)[C:2]1[CH:10]=[CH:9][C:5]([C:6]([OH:8])=[O:7])=[CH:4][CH:3]=1.C(O)(=O)C1C=CC=C(C(O)=O)C=1.C[NH:26][CH2:27][CH2:28][CH2:29][CH2:30]CCN(C)C.C(O)(=O)CCCCC(O)=O.C(O)(=O)CCCCCCCC(O)=O.C1C(CC2CCC(N)CC2)CCC(N)C1, predict the reaction product. The product is: [CH2:10]([CH2:2][CH2:3][CH2:4][CH2:5][C:6]([OH:8])=[O:7])[CH2:9][CH2:30][CH2:29][CH2:28][CH2:27][NH2:26]. (4) Given the reactants [CH2:1]([C:3]1[CH:8]=[C:7]([C:9]2[N:13]=[C:12]([C:14]3[CH:15]=[N:16][C:17]([N:21]([CH2:23][CH3:24])[CH3:22])=[C:18]([CH3:20])[CH:19]=3)[O:11][N:10]=2)[CH:6]=[C:5]([CH3:25])[C:4]=1[OH:26])[CH3:2].[CH2:27]([C@H:29]1[O:31][CH2:30]1)Cl, predict the reaction product. The product is: [CH2:23]([N:21]([C:17]1[C:18]([CH3:20])=[CH:19][C:14]([C:12]2[O:11][N:10]=[C:9]([C:7]3[CH:6]=[C:5]([CH3:25])[C:4]([O:26][CH2:27][CH:29]4[CH2:30][O:31]4)=[C:3]([CH2:1][CH3:2])[CH:8]=3)[N:13]=2)=[CH:15][N:16]=1)[CH3:22])[CH3:24]. (5) Given the reactants [Cl:1][C:2]1[CH:7]=[CH:6][C:5]([C:8]2[C:12]([CH3:13])=[CH:11][N:10]([C:14]3[CH:19]=[CH:18][CH:17]=[C:16](OC)[CH:15]=3)[C:9]=2[C:22]([N:24]2[CH2:27][C:26]([F:29])([F:28])[CH2:25]2)=[O:23])=[CH:4][CH:3]=1.[Cl:30]C1C=CC=C(I)C=1.ClC1C=CC(C2C(C)=CNC=2C(N2CC(F)(F)C2)=O)=CC=1, predict the reaction product. The product is: [Cl:30][C:16]1[CH:15]=[C:14]([N:10]2[CH:11]=[C:12]([CH3:13])[C:8]([C:5]3[CH:6]=[CH:7][C:2]([Cl:1])=[CH:3][CH:4]=3)=[C:9]2[C:22]([N:24]2[CH2:27][C:26]([F:29])([F:28])[CH2:25]2)=[O:23])[CH:19]=[CH:18][CH:17]=1. (6) Given the reactants [CH3:1][NH:2][C:3]1[CH:8]=[CH:7][C:6]([N+:9]([O-:11])=[O:10])=[CH:5][CH:4]=1.C(O)(=O)C.[O-:16][C:17]#[N:18].[Na+], predict the reaction product. The product is: [CH3:1][N:2]([C:3]1[CH:4]=[CH:5][C:6]([N+:9]([O-:11])=[O:10])=[CH:7][CH:8]=1)[C:17]([NH2:18])=[O:16]. (7) Given the reactants [F:1][C:2]1[CH:3]=[C:4]2[C:9](=[CH:10][CH:11]=1)[O:8][CH2:7][CH2:6][CH:5]2O.C1(C)C=CC(S(O)(=O)=O)=CC=1.O.C([O-])(O)=O.[Na+], predict the reaction product. The product is: [F:1][C:2]1[CH:3]=[C:4]2[C:9](=[CH:10][CH:11]=1)[O:8][CH2:7][CH:6]=[CH:5]2. (8) Given the reactants Br[C:2]1[N:3]=[CH:4][S:5][C:6]=1[NH:7][C:8](=[O:14])[O:9][C:10]([CH3:13])([CH3:12])[CH3:11].O1[CH2:20][CH2:19]OCC1, predict the reaction product. The product is: [N:3]1[CH:20]=[CH:19][N:7]=[CH:6][C:2]=1[C:2]1[N:3]=[CH:4][S:5][C:6]=1[NH:7][C:8](=[O:14])[O:9][C:10]([CH3:13])([CH3:12])[CH3:11]. (9) Given the reactants [CH3:1][N:2]1[CH:7]=[C:6](B2OC(C)(C)C(C)(C)O2)[CH:5]=[C:4]([NH:17][C:18]2[CH:30]=[C:21]3[CH2:22][N:23]([CH:26]4[CH2:29][O:28][CH2:27]4)[CH2:24][CH2:25][N:20]3[N:19]=2)[C:3]1=[O:31].Cl[C:33]1[C:38]([CH:39]=[O:40])=[C:37]([N:41]2[CH2:53][CH2:52]C3N4[C:45]([CH2:46][CH2:47][CH2:48][CH2:49]4)=[C:44]([F:54])[C:43]=3[C:42]2=[O:55])[N:36]=[CH:35][CH:34]=1.[O-]P([O-])([O-])=O.[K+].[K+].[K+].C([O-])(=O)C.[Na+].[C:69](#[N:71])C, predict the reaction product. The product is: [F:54][C:44]1[C:45]2[CH2:46][CH2:47][CH2:48][CH2:49][C:69]=2[N:71]2[CH2:52][CH2:53][N:41]([C:37]3[N:36]=[CH:35][CH:34]=[C:33]([C:6]4[CH:5]=[C:4]([NH:17][C:18]5[CH:30]=[C:21]6[CH2:22][N:23]([CH:26]7[CH2:29][O:28][CH2:27]7)[CH2:24][CH2:25][N:20]6[N:19]=5)[C:3](=[O:31])[N:2]([CH3:1])[CH:7]=4)[C:38]=3[CH:39]=[O:40])[C:42](=[O:55])[C:43]=12.